The task is: Regression. Given two drug SMILES strings and cell line genomic features, predict the synergy score measuring deviation from expected non-interaction effect.. This data is from NCI-60 drug combinations with 297,098 pairs across 59 cell lines. (1) Drug 1: CC1=C(C(=CC=C1)Cl)NC(=O)C2=CN=C(S2)NC3=CC(=NC(=N3)C)N4CCN(CC4)CCO. Drug 2: CNC(=O)C1=NC=CC(=C1)OC2=CC=C(C=C2)NC(=O)NC3=CC(=C(C=C3)Cl)C(F)(F)F. Cell line: CCRF-CEM. Synergy scores: CSS=-12.5, Synergy_ZIP=17.0, Synergy_Bliss=21.5, Synergy_Loewe=-9.33, Synergy_HSA=-2.95. (2) Drug 1: C1CCC(CC1)NC(=O)N(CCCl)N=O. Drug 2: CCC1=C2CN3C(=CC4=C(C3=O)COC(=O)C4(CC)O)C2=NC5=C1C=C(C=C5)O. Cell line: LOX IMVI. Synergy scores: CSS=56.9, Synergy_ZIP=-1.22, Synergy_Bliss=-0.942, Synergy_Loewe=1.68, Synergy_HSA=4.20. (3) Drug 1: C1=NC2=C(N=C(N=C2N1C3C(C(C(O3)CO)O)O)F)N. Drug 2: C(CN)CNCCSP(=O)(O)O. Cell line: HL-60(TB). Synergy scores: CSS=11.2, Synergy_ZIP=1.45, Synergy_Bliss=-2.90, Synergy_Loewe=-22.3, Synergy_HSA=-6.72. (4) Drug 1: CN(C)N=NC1=C(NC=N1)C(=O)N. Drug 2: CC1=C(C(=O)C2=C(C1=O)N3CC4C(C3(C2COC(=O)N)OC)N4)N. Cell line: NCI/ADR-RES. Synergy scores: CSS=10.5, Synergy_ZIP=-1.09, Synergy_Bliss=4.96, Synergy_Loewe=-4.27, Synergy_HSA=1.82. (5) Drug 1: C(=O)(N)NO. Drug 2: CC12CCC3C(C1CCC2O)C(CC4=C3C=CC(=C4)O)CCCCCCCCCS(=O)CCCC(C(F)(F)F)(F)F. Cell line: SK-OV-3. Synergy scores: CSS=1.56, Synergy_ZIP=-0.558, Synergy_Bliss=0.575, Synergy_Loewe=0.0701, Synergy_HSA=-0.775. (6) Cell line: SNB-75. Synergy scores: CSS=20.2, Synergy_ZIP=-7.10, Synergy_Bliss=-5.33, Synergy_Loewe=-2.47, Synergy_HSA=-1.03. Drug 2: CC1=C(N=C(N=C1N)C(CC(=O)N)NCC(C(=O)N)N)C(=O)NC(C(C2=CN=CN2)OC3C(C(C(C(O3)CO)O)O)OC4C(C(C(C(O4)CO)O)OC(=O)N)O)C(=O)NC(C)C(C(C)C(=O)NC(C(C)O)C(=O)NCCC5=NC(=CS5)C6=NC(=CS6)C(=O)NCCC[S+](C)C)O. Drug 1: CC1C(C(=O)NC(C(=O)N2CCCC2C(=O)N(CC(=O)N(C(C(=O)O1)C(C)C)C)C)C(C)C)NC(=O)C3=C4C(=C(C=C3)C)OC5=C(C(=O)C(=C(C5=N4)C(=O)NC6C(OC(=O)C(N(C(=O)CN(C(=O)C7CCCN7C(=O)C(NC6=O)C(C)C)C)C)C(C)C)C)N)C. (7) Drug 1: CCC1=C2CN3C(=CC4=C(C3=O)COC(=O)C4(CC)O)C2=NC5=C1C=C(C=C5)O. Drug 2: CC1=C(C(=CC=C1)Cl)NC(=O)C2=CN=C(S2)NC3=CC(=NC(=N3)C)N4CCN(CC4)CCO. Cell line: NCI-H226. Synergy scores: CSS=5.17, Synergy_ZIP=-3.03, Synergy_Bliss=0.420, Synergy_Loewe=-0.493, Synergy_HSA=1.42.